From a dataset of Catalyst prediction with 721,799 reactions and 888 catalyst types from USPTO. Predict which catalyst facilitates the given reaction. Reactant: [CH3:1][O:2][C:3]1[CH:8]=[CH:7][C:6]([S:9][C:10]2[C:11]([C:23]([O:25]C(C)(C)C)=[O:24])=[N:12][C:13]([S:16][C:17]3[CH:22]=[CH:21][CH:20]=[CH:19][N:18]=3)=[CH:14][CH:15]=2)=[CH:5][CH:4]=1.C(O)(C(F)(F)F)=O. Product: [CH3:1][O:2][C:3]1[CH:8]=[CH:7][C:6]([S:9][C:10]2[C:11]([C:23]([OH:25])=[O:24])=[N:12][C:13]([S:16][C:17]3[CH:22]=[CH:21][CH:20]=[CH:19][N:18]=3)=[CH:14][CH:15]=2)=[CH:5][CH:4]=1. The catalyst class is: 2.